From a dataset of Full USPTO retrosynthesis dataset with 1.9M reactions from patents (1976-2016). Predict the reactants needed to synthesize the given product. (1) Given the product [Cl:25][C:26]1[CH:27]=[C:28]([S:33]([N:22]2[CH2:23][CH2:24][CH:19]([C:10]3[C:9]4[C:13](=[C:14]([C:16]([NH2:18])=[O:17])[CH:15]=[C:7]([C:1]5[CH:2]=[CH:3][CH:4]=[CH:5][CH:6]=5)[CH:8]=4)[NH:12][CH:11]=3)[CH2:20][CH2:21]2)(=[O:34])=[O:35])[CH:29]=[CH:30][C:31]=1[Cl:32], predict the reactants needed to synthesize it. The reactants are: [C:1]1([C:7]2[CH:8]=[C:9]3[C:13](=[C:14]([C:16]([NH2:18])=[O:17])[CH:15]=2)[NH:12][CH:11]=[C:10]3[CH:19]2[CH2:24][CH2:23][NH:22][CH2:21][CH2:20]2)[CH:6]=[CH:5][CH:4]=[CH:3][CH:2]=1.[Cl:25][C:26]1[CH:27]=[C:28]([S:33](Cl)(=[O:35])=[O:34])[CH:29]=[CH:30][C:31]=1[Cl:32].C(N(CC)CC)C. (2) Given the product [Br:27][C:20]1[CH:21]=[CH:22][CH:23]=[C:24]2[C:19]=1[C:18](=[O:17])[N:15]([CH2:14][CH2:13][C:9]1[CH:10]=[CH:11][CH:12]=[C:7]([C:2]3[N:3]=[CH:4][CH:5]=[CH:6][N:1]=3)[CH:8]=1)[CH2:25]2, predict the reactants needed to synthesize it. The reactants are: [N:1]1[CH:6]=[CH:5][CH:4]=[N:3][C:2]=1[C:7]1[CH:8]=[C:9]([CH2:13][CH2:14][NH2:15])[CH:10]=[CH:11][CH:12]=1.C[O:17][C:18](=O)[C:19]1[C:24]([CH2:25]Br)=[CH:23][CH:22]=[CH:21][C:20]=1[Br:27].CCN(C(C)C)C(C)C. (3) The reactants are: [NH2:1][CH2:2][C:3]([NH:5][CH2:6][CH2:7][NH:8][C:9](=[O:35])[CH2:10][C@@H:11]1[N:17]=[C:16]([C:18]2[CH:23]=[CH:22][C:21]([Cl:24])=[CH:20][CH:19]=2)[C:15]2[CH:25]=[C:26]([O:29][CH3:30])[CH:27]=[CH:28][C:14]=2[N:13]2[C:31]([CH3:34])=[N:32][N:33]=[C:12]12)=[O:4].CCN=C=NCCCN(C)C.[Cl:47][C:48]1[CH:53]=[CH:52][C:51]([C:54]2[C:60]3[CH:61]=[C:62]([O:65][CH3:66])[CH:63]=[CH:64][C:59]=3[N:58]3[C:67]([CH3:70])=[N:68][N:69]=[C:57]3[C@H:56]([CH2:71][C:72](O)=[O:73])[N:55]=2)=[CH:50][CH:49]=1.C1C=CC2N(O)N=NC=2C=1. Given the product [Cl:24][C:21]1[CH:20]=[CH:19][C:18]([C:16]2[C:15]3[CH:25]=[C:26]([O:29][CH3:30])[CH:27]=[CH:28][C:14]=3[N:13]3[C:31]([CH3:34])=[N:32][N:33]=[C:12]3[C@H:11]([CH2:10][C:9]([NH:8][CH2:7][CH2:6][NH:5][C:3](=[O:4])[CH2:2][NH:1][C:72](=[O:73])[CH2:71][C@@H:56]3[N:55]=[C:54]([C:51]4[CH:52]=[CH:53][C:48]([Cl:47])=[CH:49][CH:50]=4)[C:60]4[CH:61]=[C:62]([O:65][CH3:66])[CH:63]=[CH:64][C:59]=4[N:58]4[C:67]([CH3:70])=[N:68][N:69]=[C:57]34)=[O:35])[N:17]=2)=[CH:23][CH:22]=1, predict the reactants needed to synthesize it. (4) Given the product [CH2:19]([O:18][C:17]([CH:9]1[CH2:8][C:7]2[C:11](=[CH:12][C:13]([O:14][CH3:15])=[C:5]([O:4][CH3:3])[CH:6]=2)[C:10]1=[O:16])=[O:21])[CH3:20], predict the reactants needed to synthesize it. The reactants are: [H-].[Na+].[CH3:3][O:4][C:5]1[CH:6]=[C:7]2[C:11](=[CH:12][C:13]=1[O:14][CH3:15])[C:10](=[O:16])[CH2:9][CH2:8]2.[C:17](=O)([O:21]CC)[O:18][CH2:19][CH3:20]. (5) Given the product [CH2:14]([C:10]1([CH2:9][O:8][CH2:7][CH2:6][CH2:5][CH2:4][CH2:3][CH2:2][O:16][C:17]2[CH:25]=[CH:24][C:20]([C:21]([OH:23])=[O:22])=[CH:19][CH:18]=2)[CH2:13][O:12][CH2:11]1)[CH3:15], predict the reactants needed to synthesize it. The reactants are: Br[CH2:2][CH2:3][CH2:4][CH2:5][CH2:6][CH2:7][O:8][CH2:9][C:10]1([CH2:14][CH3:15])[CH2:13][O:12][CH2:11]1.[OH:16][C:17]1[CH:25]=[CH:24][C:20]([C:21]([OH:23])=[O:22])=[CH:19][CH:18]=1.C(=O)([O-])[O-].[K+].[K+].O. (6) Given the product [Br:18][C:7]1[CH:8]=[C:2]([F:1])[CH:3]=[C:4]([O:9][CH3:10])[C:5]=1[NH2:6], predict the reactants needed to synthesize it. The reactants are: [F:1][C:2]1[CH:8]=[CH:7][C:5]([NH2:6])=[C:4]([O:9][CH3:10])[CH:3]=1.C1C(=O)N([Br:18])C(=O)C1.